From a dataset of Reaction yield outcomes from USPTO patents with 853,638 reactions. Predict the reaction yield, written as a fraction of the theoretical maximum amount of product (1.0 means a 100% yield; for example, 0.34 means a 34% yield). (1) The product is [C:49]([O:28][C:25]1[CH:24]=[CH:23][C:22]([CH2:21][C@@H:20]2[N:15]3[CH:16]([N:11]([C:9](=[O:10])[NH:8][CH2:1][C:2]4[CH:3]=[CH:4][CH:5]=[CH:6][CH:7]=4)[N:12]([CH3:43])[CH2:13][C:14]3=[O:42])[C@H:17]([CH3:41])[N:18]([CH2:30][C:31]3[CH:32]=[CH:33][CH:34]=[C:35]4[C:40]=3[N:39]=[CH:38][CH:37]=[CH:36]4)[C:19]2=[O:29])=[CH:27][CH:26]=1)(=[O:58])[CH2:50][CH2:51][CH2:52][CH2:53][CH2:54][CH2:55][CH2:56][CH3:57]. The catalyst is C(OCC)(=O)C. The reactants are [CH2:1]([NH:8][C:9]([N:11]1[CH:16]2[C@H:17]([CH3:41])[N:18]([CH2:30][C:31]3[CH:32]=[CH:33][CH:34]=[C:35]4[C:40]=3[N:39]=[CH:38][CH:37]=[CH:36]4)[C:19](=[O:29])[C@H:20]([CH2:21][C:22]3[CH:27]=[CH:26][C:25]([OH:28])=[CH:24][CH:23]=3)[N:15]2[C:14](=[O:42])[CH2:13][N:12]1[CH3:43])=[O:10])[C:2]1[CH:7]=[CH:6][CH:5]=[CH:4][CH:3]=1.C1COCC1.[C:49](Cl)(=[O:58])[CH2:50][CH2:51][CH2:52][CH2:53][CH2:54][CH2:55][CH2:56][CH3:57].C(N(CC)CC)C. The yield is 0.930. (2) The reactants are [C:1]([O:5][C:6]([N:8]1[CH2:13][CH2:12][C:11]2[N:14]([CH2:27][CH2:28][CH:29]=O)[N:15]=[C:16]([C:17]3[CH:22]=[CH:21][C:20]([C:23]([F:26])([F:25])[F:24])=[CH:19][CH:18]=3)[C:10]=2[CH2:9]1)=[O:7])([CH3:4])([CH3:3])[CH3:2].[CH3:31][N:32]1[C:36]2[CH:37]=[CH:38][CH:39]=[CH:40][C:35]=2[N:34]([CH:41]2[CH2:46][CH2:45][NH:44][CH2:43][CH2:42]2)[C:33]1=[O:47].CC(O)=O.[BH-](OC(C)=O)(OC(C)=O)OC(C)=O.[Na+].C([O-])(O)=O.[Na+]. The catalyst is C(Cl)Cl. The product is [C:1]([O:5][C:6]([N:8]1[CH2:13][CH2:12][C:11]2[N:14]([CH2:27][CH2:28][CH2:29][N:44]3[CH2:45][CH2:46][CH:41]([N:34]4[C:35]5[CH:40]=[CH:39][CH:38]=[CH:37][C:36]=5[N:32]([CH3:31])[C:33]4=[O:47])[CH2:42][CH2:43]3)[N:15]=[C:16]([C:17]3[CH:18]=[CH:19][C:20]([C:23]([F:25])([F:26])[F:24])=[CH:21][CH:22]=3)[C:10]=2[CH2:9]1)=[O:7])([CH3:4])([CH3:2])[CH3:3]. The yield is 0.850. (3) The reactants are [CH3:1][C:2]1[CH:11]=[C:10](O)[C:9]2[C:4](=[CH:5][CH:6]=[CH:7][CH:8]=2)[N:3]=1.COC1C=CC(P2(SP(C3C=CC(OC)=CC=3)(=S)S2)=[S:22])=CC=1.C(OCC)(=O)C.O. The catalyst is O1CCCC1. The product is [CH3:1][C:2]1[CH:11]=[C:10]([SH:22])[C:9]2[C:4](=[CH:5][CH:6]=[CH:7][CH:8]=2)[N:3]=1. The yield is 0.300.